Task: Predict which catalyst facilitates the given reaction.. Dataset: Catalyst prediction with 721,799 reactions and 888 catalyst types from USPTO (1) Reactant: CO[Na].[CH2:4]([O:6][C:7](=[O:12])[CH2:8][C:9](=[O:11])[CH3:10])C.C([O:15][C:16](=O)[CH:17]=[CH:18][CH3:19])C. Product: [CH3:4][O:6][C:7]([C:8]1[CH:18]([CH3:19])[CH2:17][C:16](=[O:15])[CH2:10][C:9]=1[OH:11])=[O:12]. The catalyst class is: 5. (2) Reactant: [NH2:1][C:2]1[S:3][C:4]([CH3:11])=[CH:5][C:6]=1[C:7]([O:9][CH3:10])=[O:8].[OH-].[K+].ClC(OC(Cl)(Cl)Cl)=[O:16]. Product: [CH3:11][C:4]1[S:3][C:2]2[NH:1][C:10](=[O:16])[O:9][C:7](=[O:8])[C:6]=2[CH:5]=1. The catalyst class is: 6. (3) Reactant: [F:1][C:2]([F:28])([C:7]1[CH:27]=[CH:26][C:10]([CH2:11][NH:12][C:13](=O)[CH2:14][C:15]2[CH:20]=[CH:19][CH:18]=[C:17]([C:21]([F:24])([F:23])[F:22])[CH:16]=2)=[CH:9][CH:8]=1)[C:3]([F:6])([F:5])[F:4]. Product: [F:1][C:2]([F:28])([C:7]1[CH:27]=[CH:26][C:10]([CH2:11][NH:12][CH2:13][CH2:14][C:15]2[CH:20]=[CH:19][CH:18]=[C:17]([C:21]([F:24])([F:22])[F:23])[CH:16]=2)=[CH:9][CH:8]=1)[C:3]([F:6])([F:5])[F:4]. The catalyst class is: 1. (4) Reactant: [NH2:1][C:2]1[CH:7]=[C:6]([CH3:8])[N:5]=[C:4]([CH3:9])[N:3]=1.I[C:11]1[C:20]2[C:15](=[CH:16][CH:17]=[CH:18][CH:19]=2)[C:14]([CH2:21][C:22]2[CH:27]=[CH:26][N:25]=[CH:24][CH:23]=2)=[N:13][N:12]=1.C([O-])([O-])=O.[K+].[K+]. Product: [CH3:9][C:4]1[N:3]=[C:2]([NH:1][C:11]2[C:20]3[C:15](=[CH:16][CH:17]=[CH:18][CH:19]=3)[C:14]([CH2:21][C:22]3[CH:27]=[CH:26][N:25]=[CH:24][CH:23]=3)=[N:13][N:12]=2)[CH:7]=[C:6]([CH3:8])[N:5]=1. The catalyst class is: 741. (5) Reactant: Br[C:2]1[CH:3]=[C:4](/[C:8](/[F:20])=[CH:9]/[C:10]2[CH:19]=[CH:18][C:13]([C:14]([O:16][CH3:17])=[O:15])=[CH:12][CH:11]=2)[CH:5]=[CH:6][CH:7]=1.[B:21]1([B:21]2[O:25][C:24]([CH3:27])([CH3:26])[C:23]([CH3:29])([CH3:28])[O:22]2)[O:25][C:24]([CH3:27])([CH3:26])[C:23]([CH3:29])([CH3:28])[O:22]1.CC([O-])=O.[K+].C(OCC)(=O)C. Product: [F:20]/[C:8](/[C:4]1[CH:5]=[CH:6][CH:7]=[C:2]([B:21]2[O:25][C:24]([CH3:27])([CH3:26])[C:23]([CH3:29])([CH3:28])[O:22]2)[CH:3]=1)=[CH:9]\[C:10]1[CH:19]=[CH:18][C:13]([C:14]([O:16][CH3:17])=[O:15])=[CH:12][CH:11]=1. The catalyst class is: 418. (6) Reactant: [C:1]1([CH:7]2[C:16]3[C:11]4=[C:12]([CH:18]([C:21]5[CH:26]=[CH:25][CH:24]=[CH:23][CH:22]=5)[CH2:19][CH2:20][N:10]4[CH2:9][CH2:8]2)[CH:13]=[C:14]([NH2:17])[CH:15]=3)[CH:6]=[CH:5][CH:4]=[CH:3][CH:2]=1.[CH2:27]([N:30]=[C:31]=[S:32])[CH2:28][CH3:29]. Product: [C:21]1([CH:18]2[C:12]3[C:11]4=[C:16]([CH:7]([C:1]5[CH:2]=[CH:3][CH:4]=[CH:5][CH:6]=5)[CH2:8][CH2:9][N:10]4[CH2:20][CH2:19]2)[CH:15]=[C:14]([NH:17][C:31]([NH:30][CH2:27][CH2:28][CH3:29])=[S:32])[CH:13]=3)[CH:26]=[CH:25][CH:24]=[CH:23][CH:22]=1. The catalyst class is: 4. (7) Reactant: C(=O)([O-])[O-].[Cs+].[Cs+].[F:7][C:8]([F:18])([F:17])[O:9][C:10]1[CH:15]=[CH:14][C:13]([OH:16])=[CH:12][CH:11]=1.[CH3:19][O:20][C:21](=[O:37])[C:22]1[CH:27]=[C:26]([S:28](=[O:34])(=[O:33])[NH:29][CH2:30][CH2:31]Br)[CH:25]=[C:24]([CH3:35])[C:23]=1[CH3:36]. Product: [CH3:19][O:20][C:21](=[O:37])[C:22]1[CH:27]=[C:26]([S:28](=[O:33])(=[O:34])[NH:29][CH2:30][CH2:31][O:16][C:13]2[CH:12]=[CH:11][C:10]([O:9][C:8]([F:17])([F:18])[F:7])=[CH:15][CH:14]=2)[CH:25]=[C:24]([CH3:35])[C:23]=1[CH3:36]. The catalyst class is: 42. (8) Reactant: [Cl:1][C:2]1[CH:7]=[CH:6][CH:5]=[CH:4][C:3]=1[O:8][CH2:9][C:10]1[S:14][C:13]([NH:15][C:16]([C:18]2[CH:19]=[C:20]3[C:25](=[CH:26][CH:27]=2)[CH2:24][NH:23][CH2:22][CH2:21]3)=[O:17])=[N:12][N:11]=1.C(N(CC)CC)C.[CH:35](=O)[CH2:36][CH3:37].C(O)(=O)C. Product: [Cl:1][C:2]1[CH:7]=[CH:6][CH:5]=[CH:4][C:3]=1[O:8][CH2:9][C:10]1[S:14][C:13]([NH:15][C:16]([C:18]2[CH:19]=[C:20]3[C:25](=[CH:26][CH:27]=2)[CH2:24][N:23]([CH2:35][CH2:36][CH3:37])[CH2:22][CH2:21]3)=[O:17])=[N:12][N:11]=1. The catalyst class is: 2. (9) Reactant: [NH2:1][C:2]1[C:3]([Cl:13])=[CH:4][C:5]([Cl:12])=[C:6]([CH:11]=1)[C:7]([O:9][CH3:10])=[O:8].[N:14]([O-])=O.[Na+].[Sn](Cl)Cl. Product: [Cl:12][C:5]1[CH:4]=[C:3]([Cl:13])[C:2]([NH:1][NH2:14])=[CH:11][C:6]=1[C:7]([O:9][CH3:10])=[O:8]. The catalyst class is: 126. (10) Reactant: [CH3:1][O:2][C:3]1[CH:20]=[CH:19][C:6]([O:7][C:8]2[CH:13]=[C:12]([CH3:14])[C:11]([C:15](=[O:17])[CH3:16])=[C:10]([CH3:18])[CH:9]=2)=[CH:5][CH:4]=1.[Br-:21].[Br-].[Br-].C([N+](CCCC)(CCCC)CCCC)CCC.C([N+](CCCC)(CCCC)CCCC)CCC.C([N+](CCCC)(CCCC)CCCC)CCC. Product: [Br:21][CH2:16][C:15]([C:11]1[C:12]([CH3:14])=[CH:13][C:8]([O:7][C:6]2[CH:19]=[CH:20][C:3]([O:2][CH3:1])=[CH:4][CH:5]=2)=[CH:9][C:10]=1[CH3:18])=[O:17]. The catalyst class is: 10.